This data is from Reaction yield outcomes from USPTO patents with 853,638 reactions. The task is: Predict the reaction yield, written as a fraction of the theoretical maximum amount of product (1.0 means a 100% yield; for example, 0.34 means a 34% yield). (1) The reactants are [C:1]([C:3]1[CH:4]=[C:5]([CH:13]([CH2:17][CH:18]2[CH2:22][CH2:21][CH2:20][CH2:19]2)[C:14](O)=[O:15])[CH:6]=[CH:7][C:8]=1[S:9]([CH3:12])(=[O:11])=[O:10])#[N:2].C(Cl)(=O)C(Cl)=O.[NH2:29][C:30]1[CH:35]=[CH:34][N:33]=[CH:32][N:31]=1.C(N(CC)CC)C.Cl. The catalyst is C(Cl)Cl.CN(C)C=O.O.C(OCC)(=O)C. The product is [C:1]([C:3]1[CH:4]=[C:5]([CH:13]([CH2:17][CH:18]2[CH2:19][CH2:20][CH2:21][CH2:22]2)[C:14]([NH:29][C:30]2[CH:35]=[CH:34][N:33]=[CH:32][N:31]=2)=[O:15])[CH:6]=[CH:7][C:8]=1[S:9]([CH3:12])(=[O:10])=[O:11])#[N:2]. The yield is 0.220. (2) The reactants are [CH3:1][C@@H:2]([C:14]([CH3:22])([C:16]1[CH:21]=[CH:20][CH:19]=[CH:18][CH:17]=1)[CH3:15])[C:3](N1[C@@H](C(C)C)COC1=O)=[O:4].OO.O.[OH-].[Li+].S([O-])([O-])=[O:29].[Na+].[Na+]. The catalyst is O1CCCC1.O. The product is [CH3:1][C@@H:2]([C:14]([CH3:22])([C:16]1[CH:21]=[CH:20][CH:19]=[CH:18][CH:17]=1)[CH3:15])[C:3]([OH:4])=[O:29]. The yield is 0.720.